The task is: Binary Classification. Given a drug SMILES string, predict its activity (active/inactive) in a high-throughput screening assay against a specified biological target.. This data is from HIV replication inhibition screening data with 41,000+ compounds from the AIDS Antiviral Screen. (1) The compound is O=c1c2ccccc2oc2cc([N+](=O)[O-])cc([N+](=O)[O-])c12. The result is 0 (inactive). (2) The molecule is NC1=C(O)c2cccc3cccc(c23)C1=O. The result is 0 (inactive). (3) The compound is CC1(C)C2CCC(N)(C2)C1O.Cl. The result is 0 (inactive). (4) The molecule is COc1cc(O)c(C(=O)C=Cc2ccc(OC)c(OCc3ccccc3)c2)c(OC)c1. The result is 0 (inactive). (5) The compound is O=P(c1ccccc1)(c1ccccc1)C1CC=C(c2ccccc2)C2(CCCC2)C1. The result is 0 (inactive).